From a dataset of Full USPTO retrosynthesis dataset with 1.9M reactions from patents (1976-2016). Predict the reactants needed to synthesize the given product. (1) Given the product [F:21][C:18]1[CH:17]=[CH:16][C:15]([C:7]2[N:6]([O:22][CH2:23][CH2:24][CH2:25][CH2:26][O:30][C:27]3[CH:26]=[CH:25][C:24]([C:31](=[O:36])[CH2:32][CH:33]([CH3:34])[CH3:35])=[C:23]([OH:22])[C:28]=3[CH3:29])[C:10]3[CH:11]=[CH:12][CH:13]=[CH:14][C:9]=3[N:8]=2)=[CH:20][CH:19]=1, predict the reactants needed to synthesize it. The reactants are: BrCCCC[N:6]1[C:10]2[CH:11]=[CH:12][CH:13]=[CH:14][C:9]=2[N:8]=[C:7]1[C:15]1[CH:20]=[CH:19][C:18]([F:21])=[CH:17][CH:16]=1.[OH:22][C:23]1[C:28]([CH3:29])=[C:27]([OH:30])[CH:26]=[CH:25][C:24]=1[C:31](=[O:36])[CH2:32][CH:33]([CH3:35])[CH3:34]. (2) The reactants are: [C:1]([OH:9])(=O)[C:2]1[CH:7]=[CH:6][CH:5]=[CH:4][CH:3]=1.C1C=CC2N(O)N=NC=2C=1.C(Cl)CCl.[NH2:24]/[C:25](=[N:39]\O)/[N:26]1[CH2:30][CH2:29][C@H:28]([NH:31][C:32](=[O:38])[O:33][C:34]([CH3:37])([CH3:36])[CH3:35])[CH2:27]1.C(=O)(O)[O-].[Na+]. Given the product [C:2]1([C:1]2[O:9][N:24]=[C:25]([N:26]3[CH2:30][CH2:29][C@H:28]([NH:31][C:32](=[O:38])[O:33][C:34]([CH3:36])([CH3:35])[CH3:37])[CH2:27]3)[N:39]=2)[CH:3]=[CH:4][CH:5]=[CH:6][CH:7]=1, predict the reactants needed to synthesize it.